From a dataset of Full USPTO retrosynthesis dataset with 1.9M reactions from patents (1976-2016). Predict the reactants needed to synthesize the given product. (1) Given the product [CH3:1][O:2][C:3]([C:5]1[N:6]([CH2:11][C:12]2[CH:17]=[CH:16][C:15]([O:18][CH3:19])=[CH:14][CH:13]=2)[N:7]=[C:8]([NH:10][CH2:25][C:24]2[CH:27]=[CH:28][C:21]([F:20])=[CH:22][CH:23]=2)[CH:9]=1)=[O:4], predict the reactants needed to synthesize it. The reactants are: [CH3:1][O:2][C:3]([C:5]1[N:6]([CH2:11][C:12]2[CH:17]=[CH:16][C:15]([O:18][CH3:19])=[CH:14][CH:13]=2)[N:7]=[C:8]([NH2:10])[CH:9]=1)=[O:4].[F:20][C:21]1[CH:28]=[CH:27][C:24]([CH:25]=O)=[CH:23][CH:22]=1.FC(F)(F)C(O)=O.C([SiH](CC)CC)C. (2) Given the product [Br:1][C:2]1[CH:7]=[C:6]([N+:10]([O-:12])=[O:11])[C:5]([F:8])=[CH:4][C:3]=1[CH3:9], predict the reactants needed to synthesize it. The reactants are: [Br:1][C:2]1[CH:7]=[CH:6][C:5]([F:8])=[CH:4][C:3]=1[CH3:9].[N+:10]([O-])([O-:12])=[O:11].[K+].